Dataset: Forward reaction prediction with 1.9M reactions from USPTO patents (1976-2016). Task: Predict the product of the given reaction. (1) Given the reactants [Cl-].O[NH3+:3].[C:4](=[O:7])([O-])[OH:5].[Na+].CS(C)=O.[O:13]1[C:17]2([CH2:22][CH2:21][CH:20]([N:23]3[C:28](=[O:29])[C:27]([CH2:30][C:31]4[CH:36]=[CH:35][C:34]([C:37]5[C:38]([C:43]#[N:44])=[CH:39][CH:40]=[CH:41][CH:42]=5)=[CH:33][C:32]=4[F:45])=[C:26]([CH2:46][CH2:47][CH3:48])[N:25]4[N:49]=[C:50]([CH3:52])[N:51]=[C:24]34)[CH2:19][CH2:18]2)[O:16][CH2:15][CH2:14]1, predict the reaction product. The product is: [O:16]1[C:17]2([CH2:22][CH2:21][CH:20]([N:23]3[C:28](=[O:29])[C:27]([CH2:30][C:31]4[CH:36]=[CH:35][C:34]([C:37]5[CH:42]=[CH:41][CH:40]=[CH:39][C:38]=5[C:43]5[NH:3][C:4](=[O:7])[O:5][N:44]=5)=[CH:33][C:32]=4[F:45])=[C:26]([CH2:46][CH2:47][CH3:48])[N:25]4[N:49]=[C:50]([CH3:52])[N:51]=[C:24]34)[CH2:19][CH2:18]2)[O:13][CH2:14][CH2:15]1. (2) Given the reactants [OH:1][C:2]1[CH:7]=[C:6]([CH3:8])[O:5][C:4](=[O:9])[C:3]=1[C:10](=[O:13])[CH2:11][CH3:12].[Li+].CC([N-]C(C)C)C.CN(P(N(C)C)(N(C)C)=O)C.Br[CH2:34][CH2:35][CH2:36][O:37][Si:38]([C:41]([CH3:44])([CH3:43])[CH3:42])([CH3:40])[CH3:39], predict the reaction product. The product is: [Si:38]([O:37][CH2:36][CH2:35][CH2:34][CH2:8][C:6]1[O:5][C:4](=[O:9])[C:3]([C:10](=[O:13])[CH2:11][CH3:12])=[C:2]([OH:1])[CH:7]=1)([C:41]([CH3:42])([CH3:43])[CH3:44])([CH3:40])[CH3:39].